This data is from Full USPTO retrosynthesis dataset with 1.9M reactions from patents (1976-2016). The task is: Predict the reactants needed to synthesize the given product. (1) Given the product [CH:1]12[CH2:10][CH:5]3[CH2:6][CH:7]([CH2:9][CH:3]([CH2:4]3)[CH:2]1[NH:11][C:12]([C:13]1[N:14]=[C:15]([N:24]3[CH2:23][CH2:22][N:21]([C:27]([O:29][C:30]([CH3:33])([CH3:32])[CH3:31])=[O:28])[CH2:26][CH2:25]3)[CH:16]=[CH:17][CH:18]=1)=[O:20])[CH2:8]2, predict the reactants needed to synthesize it. The reactants are: [CH:1]12[CH2:10][CH:5]3[CH2:6][CH:7]([CH2:9][CH:3]([CH2:4]3)[CH:2]1[NH:11][C:12](=[O:20])[C:13]1[CH:18]=[CH:17][CH:16]=[C:15](Br)[N:14]=1)[CH2:8]2.[N:21]1([C:27]([O:29][C:30]([CH3:33])([CH3:32])[CH3:31])=[O:28])[CH2:26][CH2:25][NH:24][CH2:23][CH2:22]1.CC(C)([O-])C.[Na+]. (2) Given the product [F:2][C:3]1([F:10])[CH2:9][O:8][CH2:7][CH2:6][N:5]([CH2:31][CH2:32][N:33]2[C:37](=[O:38])[C:36]3[CH:39]=[C:40]([C:42]4[CH:47]=[CH:46][N:45]=[C:44]([NH:48][C:49]5[N:50]([CH3:54])[N:51]=[CH:52][CH:53]=5)[N:43]=4)[S:41][C:35]=3[C:34]2([CH3:55])[CH3:56])[CH2:4]1, predict the reactants needed to synthesize it. The reactants are: Cl.[F:2][C:3]1([F:10])[CH2:9][O:8][CH2:7][CH2:6][NH:5][CH2:4]1.C(=O)([O-])[O-].C1(C)C=CC(S(O)(=O)=O)=CC=1.CS(O[CH2:31][CH2:32][N:33]1[C:37](=[O:38])[C:36]2[CH:39]=[C:40]([C:42]3[CH:47]=[CH:46][N:45]=[C:44]([NH:48][C:49]4[N:50]([CH3:54])[N:51]=[CH:52][CH:53]=4)[N:43]=3)[S:41][C:35]=2[C:34]1([CH3:56])[CH3:55])(=O)=O.C(N(CC)CC)C. (3) Given the product [N:1]([CH2:4][CH:5]1[O:10][C:9]2[C:11]([C:18]3[CH:19]=[CH:20][CH:21]=[CH:22][C:17]=3[Cl:16])=[CH:12][CH:13]=[CH:14][C:8]=2[NH:7][CH2:6]1)=[N+:2]=[N-:3], predict the reactants needed to synthesize it. The reactants are: [N:1]([CH2:4][CH:5]1[O:10][C:9]2[C:11](Br)=[CH:12][CH:13]=[CH:14][C:8]=2[NH:7][CH2:6]1)=[N+:2]=[N-:3].[Cl:16][C:17]1[CH:22]=[CH:21][CH:20]=[CH:19][C:18]=1B(O)O. (4) Given the product [NH2:36][C:37]1[C:42]([NH:43][CH3:44])=[CH:41][C:40]([C:9]2[CH:14]=[N:13][C:12]([O:15][CH2:16][CH2:17][CH:18]3[CH2:19][CH2:20][N:21]([C:24]([O:26][C:27]([CH3:30])([CH3:28])[CH3:29])=[O:25])[CH2:22][CH2:23]3)=[C:11]([C:31]([F:32])([F:33])[F:34])[CH:10]=2)=[N:39][C:38]=1[C:46]#[N:47], predict the reactants needed to synthesize it. The reactants are: CC1(C)C(C)(C)OB([C:9]2[CH:10]=[C:11]([C:31]([F:34])([F:33])[F:32])[C:12]([O:15][CH2:16][CH2:17][CH:18]3[CH2:23][CH2:22][N:21]([C:24]([O:26][C:27]([CH3:30])([CH3:29])[CH3:28])=[O:25])[CH2:20][CH2:19]3)=[N:13][CH:14]=2)O1.[NH2:36][C:37]1[C:38]([C:46]#[N:47])=[N:39][C:40](Cl)=[CH:41][C:42]=1[NH:43][CH3:44].C1(P(C2CCCCC2)C2CCCCC2)CCCCC1.P([O-])([O-])([O-])=O.[K+].[K+].[K+].